This data is from Forward reaction prediction with 1.9M reactions from USPTO patents (1976-2016). The task is: Predict the product of the given reaction. (1) The product is: [F:12][C:9]([F:11])([F:10])[C:7]1[CH:6]=[C:5]([C@H:13]([O:15][C@H:16]2[CH2:21][CH2:20][C@H:19]3[C@@H:18]([CH2:24][N:25]([C:26]4[CH2:30][CH2:29][C:28](=[O:31])[CH:27]=4)[CH:22]3[OH:23])[C@@H:17]2[C:32]2[CH:33]=[CH:34][C:35]([F:38])=[CH:36][CH:37]=2)[CH3:14])[CH:4]=[C:3]([C:2]([F:1])([F:39])[F:40])[CH:8]=1. Given the reactants [F:1][C:2]([F:40])([F:39])[C:3]1[CH:4]=[C:5]([C@H:13]([O:15][C@H:16]2[CH2:21][CH2:20][C@H:19]([CH2:22][OH:23])[C@@H:18]([CH2:24][NH:25][C:26]3[CH2:30][CH2:29][C:28](=[O:31])[CH:27]=3)[C@@H:17]2[C:32]2[CH:37]=[CH:36][C:35]([F:38])=[CH:34][CH:33]=2)[CH3:14])[CH:6]=[C:7]([C:9]([F:12])([F:11])[F:10])[CH:8]=1.CC(OI1(OC(C)=O)(OC(C)=O)OC(=O)C2C=CC=CC1=2)=O, predict the reaction product. (2) The product is: [F:1][C:2]1[CH:3]=[C:4]([CH:19]=[CH:20][C:21]=1[F:22])[CH2:5][N:6]1[C:14]2[C:9](=[CH:10][C:11]([N+:15]([O-:17])=[O:16])=[CH:12][CH:13]=2)[C:8](=[O:18])[N:7]1[CH3:26]. Given the reactants [F:1][C:2]1[CH:3]=[C:4]([CH:19]=[CH:20][C:21]=1[F:22])[CH2:5][N:6]1[C:14]2[C:9](=[CH:10][C:11]([N+:15]([O-:17])=[O:16])=[CH:12][CH:13]=2)[C:8](=[O:18])[NH:7]1.[H-].[Na+].I[CH3:26], predict the reaction product. (3) Given the reactants [CH3:1][N:2]([CH3:31])[CH2:3][C:4]([NH:6][C:7]1[CH:8]=[C:9]([C:13]2[C:21]3[C:16](=[CH:17][CH:18]=[C:19]([C:22]([NH2:24])=[O:23])[CH:20]=3)[N:15](C3CCCCO3)[N:14]=2)[CH:10]=[CH:11][CH:12]=1)=[O:5], predict the reaction product. The product is: [CH3:1][N:2]([CH3:31])[CH2:3][C:4]([NH:6][C:7]1[CH:8]=[C:9]([C:13]2[C:21]3[C:16](=[CH:17][CH:18]=[C:19]([C:22]([NH2:24])=[O:23])[CH:20]=3)[NH:15][N:14]=2)[CH:10]=[CH:11][CH:12]=1)=[O:5]. (4) The product is: [Cl:17][C:18]1[CH:23]=[C:22]([S:24][C:25]2[CH:30]=[CH:29][CH:28]=[C:27]([C:31]([F:34])([F:33])[F:32])[CH:26]=2)[CH:21]=[CH:20][C:19]=1[CH2:35][CH2:36][C@:5]1([CH3:16])[C:4]([O:3][CH2:1][CH3:2])=[N:9][C@@H:8]([CH:10]([CH3:11])[CH3:12])[C:7]([O:13][CH2:14][CH3:15])=[N:6]1. Given the reactants [CH2:1]([O:3][C:4]1[CH:5]([CH3:16])[N:6]=[C:7]([O:13][CH2:14][CH3:15])[C@H:8]([CH:10]([CH3:12])[CH3:11])[N:9]=1)[CH3:2].[Cl:17][C:18]1[CH:23]=[C:22]([S:24][C:25]2[CH:30]=[CH:29][CH:28]=[C:27]([C:31]([F:34])([F:33])[F:32])[CH:26]=2)[CH:21]=[CH:20][C:19]=1[CH2:35][CH2:36]I, predict the reaction product. (5) Given the reactants [Cl:1][C:2]1[C:3]([O:16][C:17]2[CH:18]=[N:19][C:20]([O:24][CH2:25][C:26]([F:31])([F:30])[CH:27]([F:29])[F:28])=[C:21]([Cl:23])[CH:22]=2)=[CH:4][C:5]([F:15])=[C:6]([CH:14]=1)[C:7]([O:9]C(C)(C)C)=[O:8].FC(F)(F)C(O)=O, predict the reaction product. The product is: [Cl:1][C:2]1[C:3]([O:16][C:17]2[CH:18]=[N:19][C:20]([O:24][CH2:25][C:26]([F:30])([F:31])[CH:27]([F:28])[F:29])=[C:21]([Cl:23])[CH:22]=2)=[CH:4][C:5]([F:15])=[C:6]([CH:14]=1)[C:7]([OH:9])=[O:8]. (6) Given the reactants [CH:1]([O:4][C:5]1[CH:25]=[CH:24][CH:23]=[CH:22][C:6]=1[CH2:7][NH:8][C:9]1[CH:14]=[CH:13][CH:12]=[CH:11][C:10]=1[O:15][C:16]1[CH:21]=[CH:20][CH:19]=[CH:18][CH:17]=1)([CH3:3])[CH3:2].C(N(CC)CC)C.[C:33](Cl)(=[O:35])[CH3:34].O, predict the reaction product. The product is: [C:33]([N:8]([CH2:7][C:6]1[CH:22]=[CH:23][CH:24]=[CH:25][C:5]=1[O:4][CH:1]([CH3:3])[CH3:2])[C:9]1[CH:14]=[CH:13][CH:12]=[CH:11][C:10]=1[O:15][C:16]1[CH:17]=[CH:18][CH:19]=[CH:20][CH:21]=1)(=[O:35])[CH3:34]. (7) Given the reactants Cl.[NH2:2][CH2:3][C:4]1[CH:9]=[C:8]([F:10])[C:7]([NH:11][S:12]([CH3:15])(=[O:14])=[O:13])=[C:6]([C:16]#[CH:17])[CH:5]=1.[CH3:18][O:19][CH2:20][CH2:21][O:22][C:23]1[C:28]([CH:29]=[CH:30][C:31](O)=[O:32])=[CH:27][CH:26]=[C:25]([C:34]([F:37])([F:36])[F:35])[N:24]=1, predict the reaction product. The product is: [C:16]([C:6]1[CH:5]=[C:4]([CH:9]=[C:8]([F:10])[C:7]=1[NH:11][S:12]([CH3:15])(=[O:14])=[O:13])[CH2:3][NH:2][C:31](=[O:32])[CH:30]=[CH:29][C:28]1[C:23]([O:22][CH2:21][CH2:20][O:19][CH3:18])=[N:24][C:25]([C:34]([F:36])([F:35])[F:37])=[CH:26][CH:27]=1)#[CH:17]. (8) The product is: [C:1]([O:5][C:6]([N:8]1[CH2:12][C@@H:11]([C:26]#[N:27])[CH2:10][C@H:9]1[C:18]([N:20]1[CH2:24][CH2:23][S:22][CH2:21]1)=[O:19])=[O:7])([CH3:4])([CH3:3])[CH3:2]. Given the reactants [C:1]([O:5][C:6]([N:8]1[CH2:12][C@H:11](OS(C)(=O)=O)[CH2:10][C@H:9]1[C:18]([N:20]1[CH2:24][CH2:23][S:22][CH2:21]1)=[O:19])=[O:7])([CH3:4])([CH3:3])[CH3:2].O.[CH3:26][N:27](C=O)C, predict the reaction product. (9) Given the reactants C([Si](C)(C)[O:6][CH2:7][C:8]([CH3:26])([O:10][C:11]1[CH:16]=[CH:15][C:14]([B:17]2[O:21]C(C)(C)C(C)(C)[O:18]2)=[CH:13][CH:12]=1)[CH3:9])(C)(C)C.[O:29]1CC[CH2:31][CH2:30]1.O, predict the reaction product. The product is: [C:30]([O:6][CH2:7][C:8]([CH3:9])([CH3:26])[O:10][C:11]1[CH:12]=[CH:13][C:14]([B:17]([OH:18])[OH:21])=[CH:15][CH:16]=1)(=[O:29])[CH3:31]. (10) Given the reactants [CH2:1]([S:8][C:9]1[C:10]([Cl:16])=[CH:11][C:12]([NH2:15])=[N:13][CH:14]=1)[C:2]1[CH:7]=[CH:6][CH:5]=[CH:4][CH:3]=1.C(N(CC)CC)C.[C:24](OC(=O)C)(=[O:26])[CH3:25], predict the reaction product. The product is: [CH2:1]([S:8][C:9]1[C:10]([Cl:16])=[CH:11][C:12]([NH:15][C:24](=[O:26])[CH3:25])=[N:13][CH:14]=1)[C:2]1[CH:3]=[CH:4][CH:5]=[CH:6][CH:7]=1.